This data is from Full USPTO retrosynthesis dataset with 1.9M reactions from patents (1976-2016). The task is: Predict the reactants needed to synthesize the given product. (1) Given the product [OH:1][C:2]1[C:7]2[CH2:8][CH2:9][CH2:10][C:11]3[C:12](=[CH:13][C:14]4[CH2:15][CH2:16][N:17]([CH3:20])[C:18]=4[CH:19]=3)[C:6]=2[N:5]([CH3:21])[C:4](=[O:22])[C:3]=1[C:23]([OH:25])=[O:24], predict the reactants needed to synthesize it. The reactants are: [OH:1][C:2]1[C:7]2[CH2:8][CH:9]=[CH:10][C:11]3[C:12](=[CH:13][C:14]4[CH:15]=[CH:16][N:17]([CH3:20])[C:18]=4[CH:19]=3)[C:6]=2[N:5]([CH3:21])[C:4](=[O:22])[C:3]=1[C:23]([OH:25])=[O:24].N1C2C(=CC=CC=2)CC1. (2) Given the product [C:19]([C:16]1[S:15][C:14]([NH:13][C:9]2[N:10]=[CH:11][N:12]=[C:7]([N:1]3[CH2:6][CH2:5][N:4]([C:32]([NH:31][CH3:30])=[O:33])[CH2:3][CH2:2]3)[CH:8]=2)=[N:18][CH:17]=1)#[N:20], predict the reactants needed to synthesize it. The reactants are: [N:1]1([C:7]2[N:12]=[CH:11][N:10]=[C:9]([NH:13][C:14]3[S:15][C:16]([C:19]#[N:20])=[CH:17][N:18]=3)[CH:8]=2)[CH2:6][CH2:5][NH:4][CH2:3][CH2:2]1.CCN(C(C)C)C(C)C.[CH3:30][N:31]=[C:32]=[O:33]. (3) Given the product [CH3:8][C:5]1[CH:6]=[CH:7][C:2]([O:18][C:14]2[CH:13]=[N:12][CH:17]=[CH:16][CH:15]=2)=[C:3]([N+:9]([O-:11])=[O:10])[CH:4]=1, predict the reactants needed to synthesize it. The reactants are: Cl[C:2]1[CH:7]=[CH:6][C:5]([CH3:8])=[CH:4][C:3]=1[N+:9]([O-:11])=[O:10].[N:12]1[CH:17]=[CH:16][CH:15]=[C:14]([OH:18])[CH:13]=1.C(=O)([O-])[O-].[K+].[K+]. (4) Given the product [F:1][C:2]1[CH:3]=[CH:4][C:5]([CH2:6][N:7]2[C:11]3[CH:12]=[N:13][C:14]([C:16]([NH:27][O:26][CH2:25][C:24]4[C:28]([F:35])=[C:29]([F:34])[C:30]([F:33])=[C:31]([F:32])[C:23]=4[F:22])=[O:18])=[CH:15][C:10]=3[N:9]=[CH:8]2)=[CH:19][CH:20]=1, predict the reactants needed to synthesize it. The reactants are: [F:1][C:2]1[CH:20]=[CH:19][C:5]([CH2:6][N:7]2[C:11]3[CH:12]=[N:13][C:14]([C:16]([OH:18])=O)=[CH:15][C:10]=3[N:9]=[CH:8]2)=[CH:4][CH:3]=1.Cl.[F:22][C:23]1[C:31]([F:32])=[C:30]([F:33])[C:29]([F:34])=[C:28]([F:35])[C:24]=1[CH2:25][O:26][NH2:27]. (5) Given the product [CH3:14][O:15][C:16]([C:18]1[CH:19]=[C:20]([C:25]2[CH:30]=[CH:29][C:28]([CH3:31])=[CH:27][CH:26]=2)[CH:21]=[C:22]([N:24]2[C:11]([CH3:12])=[N:7][N:6]=[C:1]2[CH:2]([CH3:4])[CH3:3])[CH:23]=1)=[O:17], predict the reactants needed to synthesize it. The reactants are: [C:1]([NH:6][NH2:7])(=O)[CH:2]([CH3:4])[CH3:3].CNC.[CH3:11][C:12]#N.[CH3:14][O:15][C:16]([C:18]1[CH:19]=[C:20]([C:25]2[CH:30]=[CH:29][C:28]([CH3:31])=[CH:27][CH:26]=2)[CH:21]=[C:22]([NH2:24])[CH:23]=1)=[O:17]. (6) Given the product [CH2:1]([O:3][C:4]([C:6]1[N:7]([CH3:35])[N:8]=[C:9]([C:11]2[CH:12]=[C:13]3[C:17](=[CH:18][CH:19]=2)[N:16]([CH3:20])[C:15]2[N:21]([CH3:33])[C:22](=[O:32])[C:23]([C:25]4[CH:26]=[CH:27][C:28]([Br:31])=[CH:29][CH:30]=4)=[CH:24][C:14]3=2)[CH:10]=1)=[O:5])[CH3:2], predict the reactants needed to synthesize it. The reactants are: [CH2:1]([O:3][C:4]([C:6]1[CH:10]=[C:9]([C:11]2[CH:12]=[C:13]3[C:17](=[CH:18][CH:19]=2)[N:16]([CH3:20])[C:15]2[N:21]([CH3:33])[C:22](=[O:32])[C:23]([C:25]4[CH:30]=[CH:29][C:28]([Br:31])=[CH:27][CH:26]=4)=[CH:24][C:14]3=2)[NH:8][N:7]=1)=[O:5])[CH3:2].I[CH3:35]. (7) Given the product [CH3:3][CH2:4][CH2:5][CH2:6][CH2:7][N:8]([CH2:10][CH2:11][C:12]([P:18]([O-:21])([OH:20])=[O:19])([P:14]([OH:17])([OH:16])=[O:15])[OH:13])[CH3:9].[Na+:2], predict the reactants needed to synthesize it. The reactants are: [OH-].[Na+:2].[CH3:3][CH2:4][CH2:5][CH2:6][CH2:7][N:8]([CH2:10][CH2:11][C:12]([P:18]([OH:21])([OH:20])=[O:19])([P:14]([OH:17])([OH:16])=[O:15])[OH:13])[CH3:9]. (8) Given the product [CH2:10]1[C:18]2[C:13](=[CH:14][C:15]([N:19]=[C:20]([O:30][C:13]3[CH:18]=[CH:17][CH:16]=[CH:15][CH:14]=3)[CH:21]=[CH:22][S:23][C:24]3[CH:25]=[CH:26][CH:27]=[CH:28][CH:29]=3)=[CH:16][CH:17]=2)[CH2:12][CH2:11]1, predict the reactants needed to synthesize it. The reactants are: S(Cl)(Cl)=O.CN(C=O)C.[CH2:10]1[C:18]2[C:13](=[CH:14][C:15]([NH:19][C:20](=[O:30])[CH:21]=[CH:22][S:23][C:24]3[CH:29]=[CH:28][CH:27]=[CH:26][CH:25]=3)=[CH:16][CH:17]=2)[CH2:12][CH2:11]1. (9) The reactants are: C(OC([N:8]([CH2:21][CH:22]1[CH2:27][CH2:26][N:25]([C:28]2[S:29][C:30]([C:33]([OH:35])=[O:34])=[CH:31][N:32]=2)[CH2:24][CH:23]1[C:36]1[CH:41]=[CH:40][CH:39]=[C:38]([F:42])[CH:37]=1)[C@@H:9]([C:11]1[C:20]2[C:15](=[CH:16][CH:17]=[CH:18][CH:19]=2)[CH:14]=[CH:13][CH:12]=1)[CH3:10])=O)(C)(C)C.[ClH:43].C(OCC)(=O)C. Given the product [ClH:43].[F:42][C:38]1[CH:37]=[C:36]([CH:23]2[CH:22]([CH2:21][NH:8][C@@H:9]([C:11]3[C:20]4[C:15](=[CH:16][CH:17]=[CH:18][CH:19]=4)[CH:14]=[CH:13][CH:12]=3)[CH3:10])[CH2:27][CH2:26][N:25]([C:28]3[S:29][C:30]([C:33]([OH:35])=[O:34])=[CH:31][N:32]=3)[CH2:24]2)[CH:41]=[CH:40][CH:39]=1, predict the reactants needed to synthesize it.